This data is from Reaction yield outcomes from USPTO patents with 853,638 reactions. The task is: Predict the reaction yield, written as a fraction of the theoretical maximum amount of product (1.0 means a 100% yield; for example, 0.34 means a 34% yield). (1) The reactants are CCCCCC.C([Li])CCC.Br[C:13]1[CH:18]=[CH:17][C:16]([C:19]2[N:24]=[C:23]([C:25]3[CH:30]=[CH:29][C:28]([C:31]([CH3:34])([CH3:33])[CH3:32])=[CH:27][CH:26]=3)[N:22]=[C:21]([C:35]3[CH:40]=[CH:39][C:38]([C:41]([CH3:44])([CH3:43])[CH3:42])=[CH:37][CH:36]=3)[N:20]=2)=[CH:15][CH:14]=1.Br[C:46]1[CH:47]=[CH:48][C:49]([C:52]2[CH:57]=[CH:56][N:55]=[CH:54][CH:53]=2)=[N:50][CH:51]=1. The catalyst is C1C=CC([P]([Pd]([P](C2C=CC=CC=2)(C2C=CC=CC=2)C2C=CC=CC=2)([P](C2C=CC=CC=2)(C2C=CC=CC=2)C2C=CC=CC=2)[P](C2C=CC=CC=2)(C2C=CC=CC=2)C2C=CC=CC=2)(C2C=CC=CC=2)C2C=CC=CC=2)=CC=1.O1CCCC1. The product is [C:31]([C:28]1[CH:27]=[CH:26][C:25]([C:23]2[N:22]=[C:21]([C:35]3[CH:40]=[CH:39][C:38]([C:41]([CH3:43])([CH3:44])[CH3:42])=[CH:37][CH:36]=3)[N:20]=[C:19]([C:16]3[CH:15]=[CH:14][C:13]([C:46]4[CH:47]=[CH:48][C:49]([C:52]5[CH:57]=[CH:56][N:55]=[CH:54][CH:53]=5)=[N:50][CH:51]=4)=[CH:18][CH:17]=3)[N:24]=2)=[CH:30][CH:29]=1)([CH3:32])([CH3:33])[CH3:34]. The yield is 0.560. (2) The reactants are [CH2:1]([N:3]1[C@@H:8]([CH3:9])[C:7](=[O:10])[NH:6][C:5]2[CH:11]=[C:12]([C:15](OC)=[O:16])[CH:13]=[N:14][C:4]1=2)[CH3:2].[H-].[Na+].[H-].[H-].[H-].[H-].[Li+].[Al+3]. The catalyst is C1COCC1. The product is [CH2:1]([N:3]1[C@@H:8]([CH3:9])[C:7](=[O:10])[NH:6][C:5]2[CH:11]=[C:12]([CH2:15][OH:16])[CH:13]=[N:14][C:4]1=2)[CH3:2]. The yield is 0.780. (3) The catalyst is CO.[Pd]. The product is [NH2:1][CH2:4][CH2:5][N:6]1[C:10]2[CH:11]=[CH:12][C:13]([C:15]([N:17]3[CH:26]4[CH:21]([CH2:22][CH2:23][CH2:24][CH2:25]4)[CH2:20][CH2:19][CH2:18]3)=[O:16])=[CH:14][C:9]=2[N:8]=[CH:7]1. The reactants are [N:1]([CH2:4][CH2:5][N:6]1[C:10]2[CH:11]=[CH:12][C:13]([C:15]([N:17]3[CH:26]4[CH:21]([CH2:22][CH2:23][CH2:24][CH2:25]4)[CH2:20][CH2:19][CH2:18]3)=[O:16])=[CH:14][C:9]=2[N:8]=[CH:7]1)=[N+]=[N-]. The yield is 0.900.